This data is from Forward reaction prediction with 1.9M reactions from USPTO patents (1976-2016). The task is: Predict the product of the given reaction. (1) Given the reactants [CH2:1]([N:6]([C:21]1[CH:30]=[CH:29][C:28]2[C:27]([CH3:32])([CH3:31])[CH2:26][CH2:25][C:24]([CH3:34])([CH3:33])[C:23]=2[CH:22]=1)[C:7](=[O:20])[NH:8][C:9]1[CH:19]=[CH:18][C:12]([C:13]([O:15]CC)=[O:14])=[CH:11][CH:10]=1)[CH2:2][CH2:3][CH2:4][CH3:5].[OH-].[K+].C1COCC1.Cl, predict the reaction product. The product is: [CH2:1]([N:6]([C:21]1[CH:30]=[CH:29][C:28]2[C:27]([CH3:32])([CH3:31])[CH2:26][CH2:25][C:24]([CH3:33])([CH3:34])[C:23]=2[CH:22]=1)[C:7](=[O:20])[NH:8][C:9]1[CH:19]=[CH:18][C:12]([C:13]([OH:15])=[O:14])=[CH:11][CH:10]=1)[CH2:2][CH2:3][CH2:4][CH3:5]. (2) Given the reactants [H-].[Na+].[CH2:3]([CH:5]([C:11]([O:13][CH2:14][CH3:15])=[O:12])[C:6]([O:8][CH2:9][CH3:10])=[O:7])[CH3:4].F[C:17]1[CH:35]=[CH:34][C:33]([N+:36]([O-:38])=[O:37])=[CH:32][C:18]=1[CH2:19][N:20]([CH3:31])[C:21](=[O:30])[O:22][CH2:23][C:24]1[CH:29]=[CH:28][CH:27]=[CH:26][CH:25]=1, predict the reaction product. The product is: [CH2:23]([O:22][C:21]([N:20]([CH2:19][C:18]1[CH:32]=[C:33]([N+:36]([O-:38])=[O:37])[CH:34]=[CH:35][C:17]=1[C:5]([CH2:3][CH3:4])([C:6]([O:8][CH2:9][CH3:10])=[O:7])[C:11]([O:13][CH2:14][CH3:15])=[O:12])[CH3:31])=[O:30])[C:24]1[CH:29]=[CH:28][CH:27]=[CH:26][CH:25]=1. (3) The product is: [CH2:8]([O:10][C:11](=[O:37])[CH:12]([NH:36][C:38]([O:40][C:41]([CH3:44])([CH3:43])[CH3:42])=[O:39])[CH2:13][C:14]1[C:22]2[C:17](=[CH:18][C:19]([C:23]3[CH:28]=[CH:27][C:26]([O:29][C:30]4[CH:31]=[CH:32][CH:33]=[CH:34][CH:35]=4)=[CH:25][CH:24]=3)=[CH:20][CH:21]=2)[NH:16][CH:15]=1)[CH3:9]. Given the reactants C(N(CC)CC)C.[CH2:8]([O:10][C:11](=[O:37])[CH:12]([NH2:36])[CH2:13][C:14]1[C:22]2[C:17](=[CH:18][C:19]([C:23]3[CH:28]=[CH:27][C:26]([O:29][C:30]4[CH:35]=[CH:34][CH:33]=[CH:32][CH:31]=4)=[CH:25][CH:24]=3)=[CH:20][CH:21]=2)[NH:16][CH:15]=1)[CH3:9].[C:38](O[C:38]([O:40][C:41]([CH3:44])([CH3:43])[CH3:42])=[O:39])([O:40][C:41]([CH3:44])([CH3:43])[CH3:42])=[O:39].O, predict the reaction product. (4) Given the reactants [NH3:1].Cl[S:3]([C:6]1[CH:11]=[CH:10][C:9]([CH2:12][C:13]([OH:15])=[O:14])=[CH:8][CH:7]=1)(=[O:5])=[O:4], predict the reaction product. The product is: [S:3]([C:6]1[CH:11]=[CH:10][C:9]([CH2:12][C:13]([OH:15])=[O:14])=[CH:8][CH:7]=1)(=[O:5])(=[O:4])[NH2:1]. (5) Given the reactants [Br:1][C:2]1[C:11]2[C:6](=[CH:7][CH:8]=[C:9]([S:12]([CH3:15])(=[O:14])=[O:13])[CH:10]=2)[CH:5]=[CH:4][C:3]=1[NH:16][C:17](=[O:23])[O:18][C:19]([CH3:22])([CH3:21])[CH3:20].[H-].[Na+].[Cl:26][CH:27]=[CH:28][CH2:29]Cl, predict the reaction product. The product is: [Br:1][C:2]1[C:11]2[C:6](=[CH:7][CH:8]=[C:9]([S:12]([CH3:15])(=[O:14])=[O:13])[CH:10]=2)[CH:5]=[CH:4][C:3]=1[N:16]([CH2:29][CH:28]=[CH:27][Cl:26])[C:17](=[O:23])[O:18][C:19]([CH3:20])([CH3:22])[CH3:21]. (6) Given the reactants [C:1](Cl)(=[O:15])[CH2:2][CH2:3][CH2:4][CH2:5][CH2:6][CH2:7][CH2:8][CH2:9][CH2:10][CH2:11][CH2:12][CH2:13][CH3:14].[NH2:17][C:18]1[O:19][C:20]2[CH:26]=[CH:25][C:24]([Cl:27])=[CH:23][C:21]=2[N:22]=1, predict the reaction product. The product is: [Cl:27][C:24]1[CH:25]=[CH:26][C:20]2[O:19][C:18]([NH:17][C:1](=[O:15])[CH2:2][CH2:3][CH2:4][CH2:5][CH2:6][CH2:7][CH2:8][CH2:9][CH2:10][CH2:11][CH2:12][CH2:13][CH3:14])=[N:22][C:21]=2[CH:23]=1.